From a dataset of Catalyst prediction with 721,799 reactions and 888 catalyst types from USPTO. Predict which catalyst facilitates the given reaction. Reactant: Cl.[NH:2]1[C:7]2[N:8]=[CH:9][CH:10]=[CH:11][C:6]=2[C:5]2([CH2:16][CH2:15][NH:14][CH2:13][CH2:12]2)[O:4][C:3]1=[O:17].Cl[C:19]1[N:24]=[CH:23][N:22]=[C:21]([O:25][C:26]2[CH:27]=[C:28]([CH3:38])[C:29]3[N:33]=[C:32]([CH2:34][O:35][CH3:36])[NH:31][C:30]=3[CH:37]=2)[CH:20]=1.CCN(C(C)C)C(C)C. Product: [CH3:36][O:35][CH2:34][C:32]1[NH:31][C:30]2[CH:37]=[C:26]([O:25][C:21]3[N:22]=[CH:23][N:24]=[C:19]([N:14]4[CH2:13][CH2:12][C:5]5([O:4][C:3](=[O:17])[NH:2][C:7]6[N:8]=[CH:9][CH:10]=[CH:11][C:6]5=6)[CH2:16][CH2:15]4)[CH:20]=3)[CH:27]=[C:28]([CH3:38])[C:29]=2[N:33]=1. The catalyst class is: 3.